Predict which catalyst facilitates the given reaction. From a dataset of Catalyst prediction with 721,799 reactions and 888 catalyst types from USPTO. (1) Reactant: Cl[C:2]1[C:7]([CH2:8][C:9]([O:11][CH2:12][CH3:13])=[O:10])=[CH:6][N:5]=[CH:4][N:3]=1.C(N(CC)CC)C.C1(P(C2C=CC=CC=2)C2C=CC=CC=2)C=CC=CC=1.[CH2:40]([Si:42]([C:47]#[CH:48])([CH2:45][CH3:46])[CH2:43][CH3:44])[CH3:41]. Product: [CH2:43]([Si:42]([C:40]#[C:41][C:2]1[C:7]([CH2:8][C:9]([O:11][CH2:12][CH3:13])=[O:10])=[CH:6][N:5]=[CH:4][N:3]=1)([CH2:47][CH3:48])[CH2:45][CH3:46])[CH3:44]. The catalyst class is: 233. (2) Reactant: [CH3:1][CH:2]1[C:7]2[NH:8][C:9]3[C:14]([C:6]=2[CH2:5][CH2:4][N:3]1[CH3:16])=[CH:13][C:12]([CH3:15])=[CH:11][CH:10]=3.[H-].[Na+].[O:19]1[CH2:21][CH:20]1[C:22]1[CH:27]=[CH:26][N:25]=[CH:24][CH:23]=1. Product: [N:25]1[CH:26]=[CH:27][C:22]([CH:20]([OH:19])[CH2:21][N:8]2[C:9]3[C:14](=[CH:13][C:12]([CH3:15])=[CH:11][CH:10]=3)[C:6]3[CH2:5][CH2:4][N:3]([CH3:16])[CH:2]([CH3:1])[C:7]2=3)=[CH:23][CH:24]=1. The catalyst class is: 3. (3) Reactant: Cl[CH2:2][C:3]1[CH:4]=[C:5]([CH:34]=[CH:35][CH:36]=1)[C:6]([O:8][C:9]1[CH:10]=[CH:11][C:12]2[C:18]3[C:19]([O:27][CH3:28])=[C:20]([O:25][CH3:26])[C:21]([O:23][CH3:24])=[CH:22][C:17]=3[CH2:16][CH2:15][C@H:14]([NH:29][C:30](=[O:32])[CH3:31])[C:13]=2[CH:33]=1)=[O:7].[C:37]([N:40]1[CH2:45][CH2:44][NH:43][CH2:42][CH2:41]1)(=[O:39])[CH3:38].[I-].[Na+]. Product: [C:37]([N:40]1[CH2:45][CH2:44][N:43]([CH2:2][C:3]2[CH:4]=[C:5]([CH:34]=[CH:35][CH:36]=2)[C:6]([O:8][C:9]2[CH:10]=[CH:11][C:12]3[C:18]4[C:19]([O:27][CH3:28])=[C:20]([O:25][CH3:26])[C:21]([O:23][CH3:24])=[CH:22][C:17]=4[CH2:16][CH2:15][C@H:14]([NH:29][C:30](=[O:32])[CH3:31])[C:13]=3[CH:33]=2)=[O:7])[CH2:42][CH2:41]1)(=[O:39])[CH3:38]. The catalyst class is: 10. (4) Reactant: [Br:1][C:2]1[CH:3]=[CH:4][C:5]2[N:9]=[N:8][N:7]([CH2:10][C:11]3[CH:12]=[CH:13][C:14]4[N:15]([CH:17]=[C:18]([C:20](O)=[O:21])[N:19]=4)[N:16]=3)[C:6]=2[CH:23]=1.C(N(C(C)C)C(C)C)C.[N-:33]=[N+:34]=[N-:35].[Na+].C1CN([P+](ON2N=NC3C=CC=CC2=3)(N2CCCC2)N2CCCC2)CC1.F[P-](F)(F)(F)(F)F. Product: [Br:1][C:2]1[CH:3]=[CH:4][C:5]2[N:9]=[N:8][N:7]([CH2:10][C:11]3[CH:12]=[CH:13][C:14]4[N:15]([CH:17]=[C:18]([C:20]([N:33]=[N+:34]=[N-:35])=[O:21])[N:19]=4)[N:16]=3)[C:6]=2[CH:23]=1. The catalyst class is: 173. (5) Reactant: [C:1]([NH:9][C:10]1([C:17]2[CH:22]=[CH:21][C:20]([Cl:23])=[CH:19][CH:18]=2)[CH2:13][CH:12]([C:14]([OH:16])=O)[CH2:11]1)(=[O:8])[C:2]1[CH:7]=[CH:6][CH:5]=[CH:4][CH:3]=1.C(N(C(C)C)CC)(C)C.Cl.[CH3:34][NH:35][O:36][CH3:37].CN(C(ON1N=NC2C=CC=NC1=2)=[N+](C)C)C.F[P-](F)(F)(F)(F)F. Product: [Cl:23][C:20]1[CH:21]=[CH:22][C:17]([C:10]2([NH:9][C:1](=[O:8])[C:2]3[CH:7]=[CH:6][CH:5]=[CH:4][CH:3]=3)[CH2:13][CH:12]([C:14](=[O:16])[N:35]([O:36][CH3:37])[CH3:34])[CH2:11]2)=[CH:18][CH:19]=1. The catalyst class is: 4. (6) Reactant: [CH3:1][O:2][CH2:3][CH2:4][CH2:5][CH2:6][C:7]1[N:11]([C:12]2[CH:17]=[CH:16][CH:15]=[CH:14][CH:13]=2)[C:10](=[O:18])[NH:9][C:8]=1[C:19]([O:21][CH3:22])=[O:20].F[B-](F)(F)F.[CH3:28][O+](C)C.C(=O)([O-])O.[Na+]. Product: [CH3:28][O:18][C:10]1[N:11]([C:12]2[CH:17]=[CH:16][CH:15]=[CH:14][CH:13]=2)[C:7]([CH2:6][CH2:5][CH2:4][CH2:3][O:2][CH3:1])=[C:8]([C:19]([O:21][CH3:22])=[O:20])[N:9]=1. The catalyst class is: 4. (7) Reactant: [N+:1]([C:4]1[CH:8]=[CH:7][NH:6][N:5]=1)([O-:3])=[O:2].[H-].[Na+].Br[CH2:12][CH:13]=[C:14]([CH3:16])[CH3:15]. Product: [CH3:15][C:14]([CH3:16])=[CH:13][CH2:12][N:6]1[CH:7]=[CH:8][C:4]([N+:1]([O-:3])=[O:2])=[N:5]1. The catalyst class is: 42.